From a dataset of Forward reaction prediction with 1.9M reactions from USPTO patents (1976-2016). Predict the product of the given reaction. (1) Given the reactants [CH3:1][C:2]1[CH:7]=[C:6]([N:8]2[CH2:12][CH2:11][C@H:10]([CH2:13][N:14]3[CH2:18][CH2:17][CH2:16][C@@H:15]3[CH3:19])[CH2:9]2)[CH:5]=[CH:4][C:3]=1[NH2:20].[CH3:21][C:22]1[C:26]([C:27](Cl)=[O:28])=[C:25]([CH3:30])[O:24][N:23]=1, predict the reaction product. The product is: [CH3:1][C:2]1[CH:7]=[C:6]([N:8]2[CH2:12][CH2:11][C@H:10]([CH2:13][N:14]3[CH2:18][CH2:17][CH2:16][C@@H:15]3[CH3:19])[CH2:9]2)[CH:5]=[CH:4][C:3]=1[NH:20][C:27]([C:26]1[C:22]([CH3:21])=[N:23][O:24][C:25]=1[CH3:30])=[O:28]. (2) Given the reactants C([O:3][C:4](=[O:24])[C:5]1[CH:10]=[CH:9][C:8]([NH:11][C:12]2[N:17]=[C:16]([C:18]3[CH:19]=[N:20][CH:21]=[CH:22][CH:23]=3)[CH:15]=[CH:14][N:13]=2)=[CH:7][CH:6]=1)C.[OH-].[Na+].O.Cl, predict the reaction product. The product is: [N:20]1[CH:21]=[CH:22][CH:23]=[C:18]([C:16]2[CH:15]=[CH:14][N:13]=[C:12]([NH:11][C:8]3[CH:9]=[CH:10][C:5]([C:4]([OH:24])=[O:3])=[CH:6][CH:7]=3)[N:17]=2)[CH:19]=1.